The task is: Predict the product of the given reaction.. This data is from Forward reaction prediction with 1.9M reactions from USPTO patents (1976-2016). Given the reactants [CH2:1]([C:3]1[CH:8]=[CH:7][C:6]([N:9]2[C:13]([CH2:14][OH:15])=[CH:12][N:11]=[CH:10]2)=[CH:5][CH:4]=1)[CH3:2], predict the reaction product. The product is: [CH2:1]([C:3]1[CH:4]=[CH:5][C:6]([N:9]2[C:13]([CH:14]=[O:15])=[CH:12][N:11]=[CH:10]2)=[CH:7][CH:8]=1)[CH3:2].